Dataset: Full USPTO retrosynthesis dataset with 1.9M reactions from patents (1976-2016). Task: Predict the reactants needed to synthesize the given product. (1) Given the product [Br:1][C:2]1[CH:10]=[CH:9][CH:8]=[C:7]2[C:3]=1[CH:4]=[C:5]([Cl:15])[NH:12][C:6]2=[O:11], predict the reactants needed to synthesize it. The reactants are: [Br:1][C:2]1[CH:10]=[CH:9][CH:8]=[C:7]2[C:3]=1[CH2:4][C:5](=[N:12]O)[C:6]2=[O:11].P(Cl)(Cl)(Cl)(Cl)[Cl:15]. (2) Given the product [C:14]([NH:1][C@H:2]([C:6]([OH:8])=[O:7])[C@@H:3]([CH3:5])[OH:4])(=[O:38])[CH2:15][CH2:16][CH2:17][CH2:18][CH2:19][CH2:20][CH2:21][CH2:22][CH2:23][CH2:24][CH2:25][CH2:26][CH2:27]/[CH:28]=[CH:29]\[CH2:30][CH2:31][CH2:32][CH2:33][CH2:34][CH2:35][CH2:36][CH3:37], predict the reactants needed to synthesize it. The reactants are: [NH2:1][C@H:2]([C:6]([OH:8])=[O:7])[C@@H:3]([CH3:5])[OH:4].C(=O)(O)[O-].[Na+].[C:14](ON1C(=O)CCC1=O)(=[O:38])[CH2:15][CH2:16][CH2:17][CH2:18][CH2:19][CH2:20][CH2:21][CH2:22][CH2:23][CH2:24][CH2:25][CH2:26][CH2:27]/[CH:28]=[CH:29]\[CH2:30][CH2:31][CH2:32][CH2:33][CH2:34][CH2:35][CH2:36][CH3:37].Cl. (3) Given the product [F:1][C:2]1[CH:7]=[CH:6][C:5]([CH2:8][O:9][C:11]2[CH:23]=[C:15]3[N:16]([CH3:22])[C:17]([CH3:21])([CH3:20])[CH2:18][CH2:19][N:14]3[C:13](=[O:24])[N:12]=2)=[CH:4][CH:3]=1, predict the reactants needed to synthesize it. The reactants are: [F:1][C:2]1[CH:7]=[CH:6][C:5]([CH2:8][OH:9])=[CH:4][CH:3]=1.Cl[C:11]1[CH:23]=[C:15]2[N:16]([CH3:22])[C:17]([CH3:21])([CH3:20])[CH2:18][CH2:19][N:14]2[C:13](=[O:24])[N:12]=1. (4) Given the product [F:1][C:2]1[CH:7]=[C:6]([C:8]([CH3:10])=[CH2:9])[CH:5]=[CH:4][C:3]=1[C@@H:11]([NH:13][C:21](=[O:22])[O:23][C:24]([CH3:27])([CH3:26])[CH3:25])[CH3:12], predict the reactants needed to synthesize it. The reactants are: [F:1][C:2]1[CH:7]=[C:6]([C:8]([CH3:10])=[CH2:9])[CH:5]=[CH:4][C:3]=1[C@@H:11]([NH2:13])[CH3:12].CN1C(=O)CCC1.[C:21](O[C:21]([O:23][C:24]([CH3:27])([CH3:26])[CH3:25])=[O:22])([O:23][C:24]([CH3:27])([CH3:26])[CH3:25])=[O:22].CCOC(C)=O. (5) Given the product [C:1]([O:5][C:6](=[O:7])[NH:8][C:9]1[CH:14]=[CH:13][CH:12]=[C:11]([CH2:15][CH2:16][C:17](=[O:19])[NH:25][C:24]2[CH:26]=[CH:27][C:28]([O:29][CH3:30])=[C:22]([O:20][CH3:21])[CH:23]=2)[CH:10]=1)([CH3:2])([CH3:3])[CH3:4], predict the reactants needed to synthesize it. The reactants are: [C:1]([O:5][C:6]([NH:8][C:9]1[CH:10]=[C:11]([CH2:15][CH2:16][C:17]([OH:19])=O)[CH:12]=[CH:13][CH:14]=1)=[O:7])([CH3:4])([CH3:3])[CH3:2].[O:20]([C:22]1[CH:23]=[C:24]([CH:26]=[CH:27][C:28]=1[O:29][CH3:30])[NH2:25])[CH3:21].C(Cl)CCl.C1C=CC2N(O)N=NC=2C=1.CCN(C(C)C)C(C)C.